This data is from Forward reaction prediction with 1.9M reactions from USPTO patents (1976-2016). The task is: Predict the product of the given reaction. (1) Given the reactants [Br:1][C:2]1[NH:6][C:5]([CH3:7])=[C:4]([C:8]([O:10][CH2:11][CH3:12])=[O:9])[CH:3]=1.[H-].[Na+].C1OCCOCCOCCOCCOC1.Cl.[N:31]1[CH:36]=[CH:35][CH:34]=[C:33]([S:37](Cl)(=[O:39])=[O:38])[CH:32]=1.C(=O)([O-])O.[Na+], predict the reaction product. The product is: [Br:1][C:2]1[N:6]([S:37]([C:33]2[CH:32]=[N:31][CH:36]=[CH:35][CH:34]=2)(=[O:39])=[O:38])[C:5]([CH3:7])=[C:4]([C:8]([O:10][CH2:11][CH3:12])=[O:9])[CH:3]=1. (2) Given the reactants Br[C:2]1[N:7]=[C:6]([CH:8]([NH:20][C:21]([N:23]2[CH2:28][CH2:27][CH:26]([N:29]3[CH2:38][C:37]4[C:32](=[CH:33][CH:34]=[CH:35][CH:36]=4)[NH:31][C:30]3=[O:39])[CH2:25][CH2:24]2)=[O:22])[CH2:9][C:10]2[CH:11]=[C:12]3[C:16](=[C:17]([CH3:19])[CH:18]=2)[NH:15][N:14]=[CH:13]3)[CH:5]=[CH:4][CH:3]=1.[C:40]1(B(O)O)[CH:45]=[CH:44][CH:43]=[CH:42][CH:41]=1.C1(C)C=CC=CC=1.C(=O)([O-])[O-].[K+].[K+], predict the reaction product. The product is: [CH3:19][C:17]1[CH:18]=[C:10]([CH2:9][CH:8]([NH:20][C:21]([N:23]2[CH2:28][CH2:27][CH:26]([N:29]3[CH2:38][C:37]4[C:32](=[CH:33][CH:34]=[CH:35][CH:36]=4)[NH:31][C:30]3=[O:39])[CH2:25][CH2:24]2)=[O:22])[C:6]2[CH:5]=[CH:4][CH:3]=[C:2]([C:40]3[CH:45]=[CH:44][CH:43]=[CH:42][CH:41]=3)[N:7]=2)[CH:11]=[C:12]2[C:16]=1[NH:15][N:14]=[CH:13]2. (3) Given the reactants [OH:1][CH2:2][CH2:3][C@@H:4]1[NH:18][C:17](=[O:19])[N:16]([CH3:20])[CH2:15][CH2:14][CH2:13][CH2:12][CH:11]=[CH:10][C@H:9]2[C@@:7]([C:21]([O:23][CH2:24][CH3:25])=[O:22])([CH2:8]2)[NH:6][C:5]1=[O:26].O[C:28]1[C:37]2[C:32](=[C:33]([CH3:40])[C:34]([O:38][CH3:39])=[CH:35][CH:36]=2)[N:31]=[C:30]([N:41]2[CH:45]=[CH:44][C:43]([C:46]([F:49])([F:48])[F:47])=[N:42]2)[CH:29]=1.C(C1N=C(C2C=C(OCC[C@@H]3NC(=O)N(C)CCCCC=C[C@H]4[C@@](C(OCC)=O)(C4)NC3=O)C3C(=C(C)C(OC)=CC=3)N=2)SC=1)(C)C, predict the reaction product. The product is: [CH3:39][O:38][C:34]1[C:33]([CH3:40])=[C:32]2[C:37]([C:28]([O:1][CH2:2][CH2:3][C@@H:4]3[NH:18][C:17](=[O:19])[N:16]([CH3:20])[CH2:15][CH2:14][CH2:13][CH2:12][CH:11]=[CH:10][C@H:9]4[C@@:7]([C:21]([O:23][CH2:24][CH3:25])=[O:22])([CH2:8]4)[NH:6][C:5]3=[O:26])=[CH:29][C:30]([N:41]3[CH:45]=[CH:44][C:43]([C:46]([F:49])([F:48])[F:47])=[N:42]3)=[N:31]2)=[CH:36][CH:35]=1. (4) Given the reactants [CH3:1][N:2]1[CH:6]=[CH:5][CH:4]=[N:3]1.[Li]CCCC.[O:12]=[CH:13][CH2:14][C@@:15]1([C:28]([N:30]2[CH2:39][CH2:38][C:37]3[N:36]=[CH:35][C:34]([C:40]([F:43])([F:42])[F:41])=[CH:33][C:32]=3[CH2:31]2)=[O:29])[CH2:19][C@H:18]([NH:20][C:21](=[O:27])[O:22][C:23]([CH3:26])([CH3:25])[CH3:24])[CH:17]=[CH:16]1.[NH4+].[Cl-], predict the reaction product. The product is: [OH:12][CH:13]([C:6]1[N:2]([CH3:1])[N:3]=[CH:4][CH:5]=1)[CH2:14][C@@:15]1([C:28]([N:30]2[CH2:39][CH2:38][C:37]3[N:36]=[CH:35][C:34]([C:40]([F:43])([F:42])[F:41])=[CH:33][C:32]=3[CH2:31]2)=[O:29])[CH2:19][C@H:18]([NH:20][C:21](=[O:27])[O:22][C:23]([CH3:26])([CH3:25])[CH3:24])[CH:17]=[CH:16]1. (5) Given the reactants [C@@H:1]1([C:7]([OH:9])=[O:8])[CH2:6][CH2:5][CH:4]=[CH:3][CH2:2]1.C[Si]([Br:14])(C)C.C(N(CC)C(C)C)(C)C.C1C=C(NS(C2C=CC(N/N=C3/C=CC(C(C(O)=O)=C/3)=O)=CC=2)(=O)=O)N=CC=1, predict the reaction product. The product is: [Br:14][C@@H:4]1[C@H:5]2[CH2:6][C@H:1]([C:7](=[O:9])[O:8]2)[CH2:2][CH2:3]1. (6) Given the reactants Cl.[NH2:2][C:3]1[C:14]2[C:6](=[N:7][C:8]3[CH2:9][NH:10][CH2:11][C:12]=3[C:13]=2[C:15]2[S:16][CH:17]=[CH:18][CH:19]=2)[S:5][C:4]=1[C:20]([NH2:22])=[O:21].[Cl:23][CH2:24][CH2:25][CH2:26]Br.C(N(CC)CC)C, predict the reaction product. The product is: [NH2:2][C:3]1[C:14]2[C:6](=[N:7][C:8]3[CH2:9][N:10]([CH2:26][CH2:25][CH2:24][Cl:23])[CH2:11][C:12]=3[C:13]=2[C:15]2[S:16][CH:17]=[CH:18][CH:19]=2)[S:5][C:4]=1[C:20]([NH2:22])=[O:21]. (7) Given the reactants [CH:1]([O-:5])([O-])[O:2][CH3:3].F[C:7](F)(C(F)F)COC1C=CC(C(NCCOC2C=CC(CC(OC3C=CC(C(C)C)=CC=3)C(O)=O)=CC=2)=O)=CN=1.C([C:49]1[CH:54]=[CH:53][C:52]([C:55]2[CH:60]=[CH:59][C:58]([C:61]([O:63][CH3:64])=[O:62])=[CH:57][CH:56]=2)=[CH:51][CH:50]=1)=O, predict the reaction product. The product is: [CH3:7][O:5][CH:1]([O:2][CH3:3])[C:49]1[CH:50]=[CH:51][C:52]([C:55]2[CH:56]=[CH:57][C:58]([C:61]([O:63][CH3:64])=[O:62])=[CH:59][CH:60]=2)=[CH:53][CH:54]=1. (8) Given the reactants C([C@H]1COC(=O)N1[C:14](=[O:21])[C@@H:15]([CH3:20])[C:16]([CH3:19])([CH3:18])[CH3:17])C1C=CC=CC=1.[OH2:22].[OH-].[Li+].OO, predict the reaction product. The product is: [CH3:20][C@@H:15]([C:16]([CH3:19])([CH3:18])[CH3:17])[C:14]([OH:21])=[O:22]. (9) The product is: [CH3:1][O:2][C:3]1[C:8]([C:9]2[CH:14]=[CH:13][C:12]([O:15][CH3:16])=[CH:11][CH:10]=2)=[CH:7][C:6]([CH2:17][NH:43][CH:41]([C:36]2[CH:37]=[CH:38][CH:39]=[C:40]3[C:35]=2[CH2:34][CH2:33][N:32]3[CH3:31])[CH3:42])=[CH:5][CH:4]=1. Given the reactants [CH3:1][O:2][C:3]1[C:8]([C:9]2[CH:14]=[CH:13][C:12]([O:15][CH3:16])=[CH:11][CH:10]=2)=[CH:7][C:6]([CH2:17]NC(C2C3C(=CC=CC=3)N=CC=2)C)=[CH:5][CH:4]=1.[CH3:31][N:32]1[C:40]2[C:35](=[C:36]([CH:41]([NH2:43])[CH3:42])[CH:37]=[CH:38][CH:39]=2)[CH2:34][CH2:33]1.COC1C(C2C=CC(OC)=CC=2)=CC(C=O)=CC=1.C([BH3-])#N.[Na+], predict the reaction product.